This data is from Full USPTO retrosynthesis dataset with 1.9M reactions from patents (1976-2016). The task is: Predict the reactants needed to synthesize the given product. (1) The reactants are: [N:1]1([C:7]2[CH:12]=[CH:11][C:10]([NH:13][C:14]([C:16]3[C:17]([C:23]4[CH:28]=[CH:27][C:26]([CH:29]([CH3:31])[CH3:30])=[CH:25][CH:24]=4)=[C:18]([CH3:22])[CH:19]=[CH:20][CH:21]=3)=[O:15])=[CH:9][N:8]=2)[CH2:6][CH2:5][NH:4][CH2:3][CH2:2]1.C(N(CC)CC)C.Br[CH2:40][C:41]([NH2:43])=[O:42]. Given the product [C:41]([CH2:40][N:4]1[CH2:3][CH2:2][N:1]([C:7]2[CH:12]=[CH:11][C:10]([NH:13][C:14]([C:16]3[C:17]([C:23]4[CH:24]=[CH:25][C:26]([CH:29]([CH3:31])[CH3:30])=[CH:27][CH:28]=4)=[C:18]([CH3:22])[CH:19]=[CH:20][CH:21]=3)=[O:15])=[CH:9][N:8]=2)[CH2:6][CH2:5]1)(=[O:42])[NH2:43], predict the reactants needed to synthesize it. (2) Given the product [NH2:23][C:22]1[NH:24][C:4](=[O:3])[CH:5]=[C:6]([CH2:7][C:8]2[CH:13]=[CH:12][CH:11]=[C:10]([Br:14])[CH:9]=2)[N:21]=1, predict the reactants needed to synthesize it. The reactants are: C([O:3][C:4](=O)[CH2:5][C:6](=O)[CH2:7][C:8]1[CH:13]=[CH:12][CH:11]=[C:10]([Br:14])[CH:9]=1)C.C(=O)(O)O.[NH2:21][C:22]([NH2:24])=[NH:23]. (3) Given the product [CH3:1][C:2]1[CH:3]=[C:4]([N:19]2[CH:23]=[C:22]([CH:24]3[CH2:29][CH2:28][CH:27]([C:30]([O:32][CH2:33][CH3:34])=[O:31])[CH2:26][CH2:25]3)[N:21]=[CH:20]2)[CH:5]=[C:6]([NH:8][C:9]2[N:14]=[C:13]([C:15]([F:18])([F:17])[F:16])[CH:12]=[CH:11][N:10]=2)[CH:7]=1, predict the reactants needed to synthesize it. The reactants are: [CH3:1][C:2]1[CH:3]=[C:4]([N:19]2[CH:23]=[C:22]([C:24]3[CH2:29][CH2:28][CH:27]([C:30]([O:32][CH2:33][CH3:34])=[O:31])[CH2:26][CH:25]=3)[N:21]=[CH:20]2)[CH:5]=[C:6]([NH:8][C:9]2[N:14]=[C:13]([C:15]([F:18])([F:17])[F:16])[CH:12]=[CH:11][N:10]=2)[CH:7]=1. (4) Given the product [Br:1][C:2]1[CH:7]=[CH:6][C:5](/[C:8](=[N:22]\[O:23][CH2:24][CH3:25])/[CH:9]2[CH2:10][CH2:11][N:12]([C:15]3([CH3:21])[CH2:20][CH2:19][N:18]([C:36]([C:33]4[CH:34]=[C:35]5[C:30]([CH:29]=[CH:28][CH:27]=[N:26]5)=[CH:31][CH:32]=4)=[O:37])[CH2:17][CH2:16]3)[CH2:13][CH2:14]2)=[CH:4][CH:3]=1, predict the reactants needed to synthesize it. The reactants are: [Br:1][C:2]1[CH:7]=[CH:6][C:5](/[C:8](=[N:22]\[O:23][CH2:24][CH3:25])/[CH:9]2[CH2:14][CH2:13][N:12]([C:15]3([CH3:21])[CH2:20][CH2:19][NH:18][CH2:17][CH2:16]3)[CH2:11][CH2:10]2)=[CH:4][CH:3]=1.[N:26]1[C:35]2[C:30](=[CH:31][CH:32]=[C:33]([C:36](O)=[O:37])[CH:34]=2)[CH:29]=[CH:28][CH:27]=1.CCN(CC)CC.CN(C(ON1N=NC2C=CC=NC1=2)=[N+](C)C)C.F[P-](F)(F)(F)(F)F. (5) Given the product [N+:16]([C:9]1[CH:8]=[C:7]([CH:12]=[CH:11][C:10]=1[N+:13]([O-:15])=[O:14])[CH2:6][N:35]1[CH2:36][CH2:37][CH:32]([N:26]2[CH2:31][CH2:30][CH2:29][CH2:28][CH2:27]2)[CH2:33][CH2:34]1)([O-:18])=[O:17], predict the reactants needed to synthesize it. The reactants are: CS(O[CH2:6][C:7]1[CH:12]=[CH:11][C:10]([N+:13]([O-:15])=[O:14])=[C:9]([N+:16]([O-:18])=[O:17])[CH:8]=1)(=O)=O.C(N(CC)CC)C.[N:26]1([CH:32]2[CH2:37][CH2:36][NH:35][CH2:34][CH2:33]2)[CH2:31][CH2:30][CH2:29][CH2:28][CH2:27]1. (6) Given the product [Cl:5][C:6]1[S:7][C:8]([CH:12]2[O:4][CH2:1][CH2:2][O:3]2)=[C:9]([Cl:11])[N:10]=1, predict the reactants needed to synthesize it. The reactants are: [CH2:1]([OH:4])[CH2:2][OH:3].[Cl:5][C:6]1[S:7][C:8]([CH:12]=O)=[C:9]([Cl:11])[N:10]=1.C1(C)C=CC=CC=1.